This data is from Full USPTO retrosynthesis dataset with 1.9M reactions from patents (1976-2016). The task is: Predict the reactants needed to synthesize the given product. (1) Given the product [CH2:1]([O:8][CH2:9][C@H:10]([OH:11])[CH2:12][CH:13]=[CH2:14])[C:2]1[CH:7]=[CH:6][CH:5]=[CH:4][CH:3]=1, predict the reactants needed to synthesize it. The reactants are: [CH2:1]([O:8][CH2:9][C@H:10]1[CH2:12][O:11]1)[C:2]1[CH:7]=[CH:6][CH:5]=[CH:4][CH:3]=1.[CH:13]([Mg]Br)=[CH2:14]. (2) Given the product [CH3:28][N:25]1[CH2:26][CH2:27][C:15]2[N:14]([C:12]#[C:13][C:2]3[CH:7]=[CH:6][C:5]([S:8]([NH2:11])(=[O:10])=[O:9])=[CH:4][CH:3]=3)[C:22]3[CH:21]=[CH:20][C:19]([CH3:23])=[CH:18][C:17]=3[C:16]=2[CH2:24]1, predict the reactants needed to synthesize it. The reactants are: Br[C:2]1[CH:7]=[CH:6][C:5]([S:8]([NH2:11])(=[O:10])=[O:9])=[CH:4][CH:3]=1.[C:12]([N:14]1[C:22]2[CH:21]=[CH:20][C:19]([CH3:23])=[CH:18][C:17]=2[C:16]2[CH2:24][N:25]([CH3:28])[CH2:26][CH2:27][C:15]1=2)#[CH:13].CCCC[N+](CCCC)(CCCC)CCCC.[F-]. (3) Given the product [Br:1][C:2]1[CH:3]=[N:4][C:5]([C:11]([F:14])([F:13])[F:12])=[N:6][CH:7]=1, predict the reactants needed to synthesize it. The reactants are: [Br:1][C:2]1[CH:3]=[N:4][C:5](I)=[N:6][CH:7]=1.C[Si](C)(C)[C:11]([F:14])([F:13])[F:12].[F-].[K+]. (4) The reactants are: C([O:3][C:4]([C:6]1[CH:7]=[C:8]2[C:13](=[CH:14][CH:15]=1)[NH:12][CH:11]([C:16]1[CH:21]=[C:20]([N:22]3[CH2:27][CH2:26][O:25][CH2:24][CH2:23]3)[C:19]([F:28])=[CH:18][CH:17]=1)[C:10]([CH3:30])([CH3:29])[CH2:9]2)=[O:5])C.O.[OH-].[Li+].O.Cl. Given the product [F:28][C:19]1[CH:18]=[CH:17][C:16]([CH:11]2[C:10]([CH3:29])([CH3:30])[CH2:9][C:8]3[C:13](=[CH:14][CH:15]=[C:6]([C:4]([OH:5])=[O:3])[CH:7]=3)[NH:12]2)=[CH:21][C:20]=1[N:22]1[CH2:27][CH2:26][O:25][CH2:24][CH2:23]1, predict the reactants needed to synthesize it. (5) Given the product [CH2:37]([N:5]([CH2:1][CH2:2][CH2:3][CH3:4])[C:6]([C:8]1[CH:12]=[C:11]([CH3:13])[N:10]([C:14]2[CH:19]=[CH:18][C:17]([N+:20]([O-:22])=[O:21])=[CH:16][C:15]=2[C:23]([N:25]2[C@H:34]([CH2:35][O:36][Si:41]([C:44]([CH3:47])([CH3:46])[CH3:45])([CH3:43])[CH3:42])[CH2:33][C:32]3[C:27](=[CH:28][CH:29]=[CH:30][CH:31]=3)[CH2:26]2)=[O:24])[N:9]=1)=[O:7])[CH2:38][CH2:39][CH3:40], predict the reactants needed to synthesize it. The reactants are: [CH2:1]([N:5]([CH2:37][CH2:38][CH2:39][CH3:40])[C:6]([C:8]1[CH:12]=[C:11]([CH3:13])[N:10]([C:14]2[CH:19]=[CH:18][C:17]([N+:20]([O-:22])=[O:21])=[CH:16][C:15]=2[C:23]([N:25]2[C@H:34]([CH2:35][OH:36])[CH2:33][C:32]3[C:27](=[CH:28][CH:29]=[CH:30][CH:31]=3)[CH2:26]2)=[O:24])[N:9]=1)=[O:7])[CH2:2][CH2:3][CH3:4].[Si:41](Cl)([C:44]([CH3:47])([CH3:46])[CH3:45])([CH3:43])[CH3:42].N1C=CN=C1. (6) Given the product [OH:40][C@H:9]1[C@@H:10]([O:16][C@@H:17]2[C@@H:22]([OH:23])[C@@H:21]([OH:27])[C@H:20]([OH:31])[C@@H:19]([CH2:35][OH:36])[O:18]2)[C@H:11]([OH:12])[C@@H:6]([CH2:5][OH:4])[O:7][C@@H:8]1[C:41]1[CH:46]=[CH:45][C:44]([O:47][CH3:48])=[C:43]([OH:49])[CH:42]=1, predict the reactants needed to synthesize it. The reactants are: C([O:4][CH2:5][C@@H:6]1[C@@H:11]([O:12]C(=O)C)[C@H:10]([O:16][C@@H:17]2[C@@H:22]([O:23]C(=O)C)[C@@H:21]([O:27]C(=O)C)[C@H:20]([O:31]C(=O)C)[C@@H:19]([CH2:35][O:36]C(=O)C)[O:18]2)[C@H:9]([OH:40])[C@@H:8]([C:41]2[CH:46]=[CH:45][C:44]([O:47][CH3:48])=[C:43]([OH:49])[CH:42]=2)[O:7]1)(=O)C.C([O-])([O-])=O.[K+].[K+]. (7) Given the product [N+:1]([C:4]1[CH:12]=[CH:11][CH:10]=[C:9]2[C:5]=1[CH:6]([CH2:13][C:14]([O:16][CH3:17])=[O:15])[CH2:7][NH:8]2)([O-:3])=[O:2], predict the reactants needed to synthesize it. The reactants are: [N+:1]([C:4]1[CH:12]=[CH:11][CH:10]=[C:9]2[C:5]=1[C:6]([C:13](=O)[C:14]([O:16][CH3:17])=[O:15])=[CH:7][NH:8]2)([O-:3])=[O:2].C([SiH](CC)CC)C. (8) Given the product [CH2:20]([C:22]1[CH:27]=[CH:26][CH:25]=[CH:24][C:23]=1[NH:28][C:29]([NH:14][C:10]1[CH:9]=[C:8]2[C:13](=[CH:12][CH:11]=1)[N:5]([CH2:4][CH2:3][O:2][CH3:1])[NH:6][C:7]2=[O:17])=[O:30])[CH3:21], predict the reactants needed to synthesize it. The reactants are: [CH3:1][O:2][CH2:3][CH2:4][N:5]1[C:13]2[C:8](=[CH:9][C:10]([N+:14]([O-])=O)=[CH:11][CH:12]=2)[C:7](=[O:17])[NH:6]1.[H][H].[CH2:20]([C:22]1[CH:27]=[CH:26][CH:25]=[CH:24][C:23]=1[N:28]=[C:29]=[O:30])[CH3:21].S(=O)(=O)(O)[O-].[K+]. (9) Given the product [O:1]1[CH2:2][CH:3]=[C:4]([C:7]2[N:12]=[C:11]([C:13]3[CH:14]=[CH:15][C:16]([NH2:19])=[CH:17][CH:18]=3)[N:10]=[C:9]3[N:27]([CH2:30][C:31]([F:34])([F:33])[F:32])[N:28]=[CH:29][C:8]=23)[CH2:5][CH2:6]1, predict the reactants needed to synthesize it. The reactants are: [O:1]1[CH2:6][CH:5]=[C:4]([C:7]2[N:12]=[C:11]([C:13]3[CH:18]=[CH:17][C:16]([NH:19]C(=O)OC(C)(C)C)=[CH:15][CH:14]=3)[N:10]=[C:9]3[N:27]([CH2:30][C:31]([F:34])([F:33])[F:32])[N:28]=[CH:29][C:8]=23)[CH2:3][CH2:2]1.FC(F)(F)C(O)=O. (10) Given the product [CH2:93]([O:100][C:101]1[CH:102]=[C:103]([CH:106]=[CH:107][CH:108]=1)[CH2:104][NH:105][C:8](=[O:10])[CH2:7][C:4]1[CH:3]=[CH:2][C:1]([C:11]2[CH:16]=[CH:15][CH:14]=[CH:13][CH:12]=2)=[CH:6][CH:5]=1)[C:94]1[CH:95]=[CH:96][CH:97]=[CH:98][CH:99]=1, predict the reactants needed to synthesize it. The reactants are: [C:1]1([C:11]2[CH:16]=[CH:15][CH:14]=[CH:13][CH:12]=2)[CH:6]=[CH:5][C:4]([CH2:7][C:8]([OH:10])=O)=[CH:3][CH:2]=1.C(N(C(C)C)CC)(C)C.F[P-](F)(F)(F)(F)F.N1C2C=CC=C(O[P+](N3CCCC3)(N3CCCC3)N3CCCC3)C=2N=N1.C1CN([P+](ON2N=NC3C=CC=CC2=3)(N2CCCC2)N2CCCC2)CC1.F[P-](F)(F)(F)(F)F.Cl.[CH2:93]([O:100][C:101]1[CH:102]=[C:103]([CH:106]=[CH:107][CH:108]=1)[CH2:104][NH2:105])[C:94]1[CH:99]=[CH:98][CH:97]=[CH:96][CH:95]=1.Cl.